Dataset: Full USPTO retrosynthesis dataset with 1.9M reactions from patents (1976-2016). Task: Predict the reactants needed to synthesize the given product. (1) Given the product [OH:39][C:10]1[C:11](=[O:24])[N:12]([C:13]2[CH:18]=[CH:17][C:16]([O:19][C:20]([F:22])([F:23])[F:21])=[CH:15][CH:14]=2)[CH:8]([C:4]2[CH:3]=[C:2]([CH3:1])[CH:7]=[CH:6][CH:5]=2)[CH:9]=1, predict the reactants needed to synthesize it. The reactants are: [CH3:1][C:2]1[CH:3]=[C:4]([CH:8]2[N:12]([C:13]3[CH:18]=[CH:17][C:16]([O:19][C:20]([F:23])([F:22])[F:21])=[CH:15][CH:14]=3)[C:11](=[O:24])[C:10](NC3C=CC(OC(F)(F)F)=CC=3)=[CH:9]2)[CH:5]=[CH:6][CH:7]=1.C(O)(=[O:39])C.COC1CCC(OC)O1.C(O)(C(F)(F)F)=O. (2) Given the product [Cl:7][C:8]1[CH:27]=[CH:26][C:11]2[NH:12][C:13]([CH:15]3[CH2:16][N:17]([C:19]4[CH:24]=[CH:23][N:22]=[C:21]([N:1]5[CH2:6][CH2:5][O:4][CH2:3][CH2:2]5)[N:20]=4)[CH2:18]3)=[N:14][C:10]=2[CH:9]=1, predict the reactants needed to synthesize it. The reactants are: [NH:1]1[CH2:6][CH2:5][O:4][CH2:3][CH2:2]1.[Cl:7][C:8]1[CH:27]=[CH:26][C:11]2[NH:12][C:13]([CH:15]3[CH2:18][N:17]([C:19]4[CH:24]=[CH:23][N:22]=[C:21](Cl)[N:20]=4)[CH2:16]3)=[N:14][C:10]=2[CH:9]=1.C(OC(N1CC(C(O)=O)C1)=O)(C)(C)C.C(OCC)(=O)C. (3) Given the product [CH3:19][NH:18][C:16]([C:7]1[C:6]2[CH:20]=[C:2]([B:27]3[O:31][C:30]([CH3:33])([CH3:32])[C:29]([CH3:35])([CH3:34])[O:28]3)[C:3]([N:21]([CH3:26])[S:22]([CH3:25])(=[O:24])=[O:23])=[CH:4][C:5]=2[O:9][C:8]=1[C:10]1[C:14]([CH3:15])=[CH:13][O:12][N:11]=1)=[O:17], predict the reactants needed to synthesize it. The reactants are: Br[C:2]1[C:3]([N:21]([CH3:26])[S:22]([CH3:25])(=[O:24])=[O:23])=[CH:4][C:5]2[O:9][C:8]([C:10]3[C:14]([CH3:15])=[CH:13][O:12][N:11]=3)=[C:7]([C:16]([NH:18][CH3:19])=[O:17])[C:6]=2[CH:20]=1.[B:27]1([B:27]2[O:31][C:30]([CH3:33])([CH3:32])[C:29]([CH3:35])([CH3:34])[O:28]2)[O:31][C:30]([CH3:33])([CH3:32])[C:29]([CH3:35])([CH3:34])[O:28]1.CC([O-])=O.[K+]. (4) Given the product [Br:33][C:25]1[CH:24]=[C:23]([CH:28]=[C:27]([C:29]([F:30])([F:32])[F:31])[CH:26]=1)[C:22]([N:21]([CH2:20][C@H:19]([C:36]1[CH:37]=[CH:38][C:39]([F:42])=[CH:40][CH:41]=1)[CH2:18][CH2:17][N:15]1[CH2:14][CH:13]([N:10]2[CH2:9][CH2:8][CH:7]([C:5]([N:1]3[CH2:4][CH2:3][O:54][CH2:53][CH2:2]3)=[O:6])[CH2:12][CH2:11]2)[CH2:16]1)[CH3:35])=[O:34], predict the reactants needed to synthesize it. The reactants are: [N:1]1([C:5]([CH:7]2[CH2:12][CH2:11][N:10]([CH:13]3[CH2:16][N:15]([CH2:17][CH2:18][C@@H:19]([C:36]4[CH:41]=[CH:40][C:39]([F:42])=[CH:38][CH:37]=4)[CH2:20][N:21]([CH3:35])[C:22](=[O:34])[C:23]4[CH:28]=[C:27]([C:29]([F:32])([F:31])[F:30])[CH:26]=[C:25]([Br:33])[CH:24]=4)[CH2:14]3)[CH2:9][CH2:8]2)=[O:6])[CH2:4][CH2:3][CH2:2]1.N1CC(N2CCC([C:53](N3CCOCC3)=[O:54])CC2)C1.CCN(C(C)C)C(C)C.C(O[BH-](OC(=O)C)OC(=O)C)(=O)C.[Na+].